From a dataset of Forward reaction prediction with 1.9M reactions from USPTO patents (1976-2016). Predict the product of the given reaction. (1) Given the reactants CCN(C(C)C)C(C)C.[Cl:10][C:11]1[N:19]=[CH:18][CH:17]=[CH:16][C:12]=1[C:13]([OH:15])=O.C1C=CC2N(O)N=NC=2C=1.CCN=C=NCCCN(C)C.Cl.[O:42]=[C:43]([N:60]1[CH2:65][CH2:64][NH:63][CH2:62][CH2:61]1)[CH2:44][NH:45][C:46]([C:48]1[CH:53]=[CH:52][C:51]([C:54]2[CH:59]=[CH:58][CH:57]=[CH:56][CH:55]=2)=[CH:50][CH:49]=1)=[O:47], predict the reaction product. The product is: [Cl:10][C:11]1[C:12]([C:13]([N:63]2[CH2:62][CH2:61][N:60]([C:43](=[O:42])[CH2:44][NH:45][C:46]([C:48]3[CH:53]=[CH:52][C:51]([C:54]4[CH:59]=[CH:58][CH:57]=[CH:56][CH:55]=4)=[CH:50][CH:49]=3)=[O:47])[CH2:65][CH2:64]2)=[O:15])=[CH:16][CH:17]=[CH:18][N:19]=1. (2) Given the reactants [OH:1][C:2]1[CH:9]=[CH:8][C:5]([C:6]#[N:7])=[CH:4][CH:3]=1.C(=O)([O-])[O-].[K+].[K+].[CH2:16](Br)[C:17]1[CH:22]=[CH:21][CH:20]=[CH:19][CH:18]=1, predict the reaction product. The product is: [CH2:16]([O:1][C:2]1[CH:9]=[CH:8][C:5]([C:6]#[N:7])=[CH:4][CH:3]=1)[C:17]1[CH:22]=[CH:21][CH:20]=[CH:19][CH:18]=1. (3) Given the reactants FC(F)(F)C(O)=O.[CH3:8][O:9][C:10]1[C:15]([O:16][CH3:17])=[CH:14][CH:13]=[CH:12][C:11]=1[C:18]1([CH:24]=[O:25])[CH2:23][CH2:22][NH:21][CH2:20][CH2:19]1.[OH-].[Na+], predict the reaction product. The product is: [CH3:8][O:9][C:10]1[C:15]([O:16][CH3:17])=[CH:14][CH:13]=[CH:12][C:11]=1[C:18]1([CH:24]=[O:25])[CH2:23][CH2:22][NH:21][CH2:20][CH2:19]1.